From a dataset of Catalyst prediction with 721,799 reactions and 888 catalyst types from USPTO. Predict which catalyst facilitates the given reaction. (1) Reactant: [CH3:1][O:2][C:3]1[CH:12]=[C:11]2[C:6]([CH:7]=[C:8]([CH2:13]O)[CH:9]=[N:10]2)=[CH:5][CH:4]=1.COC1C=C2C(C=C(C=O)C=N2)=CC=1.O=S(Cl)[Cl:31]. Product: [ClH:31].[Cl:31][CH2:13][C:8]1[CH:9]=[N:10][C:11]2[C:6]([CH:7]=1)=[CH:5][CH:4]=[C:3]([O:2][CH3:1])[CH:12]=2. The catalyst class is: 2. (2) Reactant: [CH3:1][O:2][C:3](=[O:31])[C:4]([C:24]([O:26][C:27]([CH3:30])([CH3:29])[CH3:28])=[O:25])=[CH:5][C:6]1[CH:14]=[C:13]([CH3:15])[C:12]2[C:8](=[CH:9][N:10]([CH2:16][O:17][CH2:18][CH2:19][Si:20]([CH3:23])([CH3:22])[CH3:21])[N:11]=2)[CH:7]=1. Product: [CH3:1][O:2][C:3](=[O:31])[CH:4]([C:24]([O:26][C:27]([CH3:29])([CH3:28])[CH3:30])=[O:25])[CH2:5][C:6]1[CH:14]=[C:13]([CH3:15])[C:12]2[C:8](=[CH:9][N:10]([CH2:16][O:17][CH2:18][CH2:19][Si:20]([CH3:22])([CH3:21])[CH3:23])[N:11]=2)[CH:7]=1. The catalyst class is: 19. (3) Reactant: [CH3:1][O:2][C:3](=[O:12])[C:4]1[CH:9]=[CH:8][C:7](N)=[C:6]([CH3:11])[CH:5]=1.[Br:13][C:14]1[CH:15]=[C:16]([CH:19]=[CH:20][CH:21]=1)C=O.[CH2:22]=[C:23](C)[CH3:24].FC(F)(F)S([O-])(=O)=O.[Yb+3].FC(F)(F)S([O-])(=O)=O.FC(F)(F)S([O-])(=O)=O.[C:51](#[N:53])[CH3:52]. Product: [CH3:1][O:2][C:3]([C:4]1[CH:9]=[C:8]2[C:7](=[C:6]([CH3:11])[CH:5]=1)[NH:53][CH:51]([C:16]1[CH:19]=[CH:20][CH:21]=[C:14]([Br:13])[CH:15]=1)[CH2:52][C:23]2([CH3:24])[CH3:22])=[O:12]. The catalyst class is: 13. (4) Reactant: Br[CH2:2][C:3]([C:5]1[C:13]2[C:8](=[N:9][CH:10]=[CH:11][C:12]=2[F:14])[NH:7][CH:6]=1)=O.[NH2:15][C:16]([NH2:18])=[S:17]. Product: [F:14][C:12]1[CH:11]=[CH:10][N:9]=[C:8]2[NH:7][CH:6]=[C:5]([C:3]3[N:15]=[C:16]([NH2:18])[S:17][CH:2]=3)[C:13]=12. The catalyst class is: 8. (5) Reactant: [CH3:1][N:2]([CH3:15])/[CH:3]=[CH:4]/[C:5]1[O:6][C:7]2[CH:13]=[CH:12][C:11]([NH2:14])=[CH:10][C:8]=2[N:9]=1.CN(C1C=CC=CN=1)C.[C:25]([C:29]1[CH:37]=[CH:36][C:32]([C:33](Cl)=[O:34])=[CH:31][CH:30]=1)([CH3:28])([CH3:27])[CH3:26]. Product: [C:25]([C:29]1[CH:30]=[CH:31][C:32]([C:33]([NH:14][C:11]2[CH:12]=[CH:13][C:7]3[O:6][C:5](/[CH:4]=[CH:3]/[N:2]([CH3:1])[CH3:15])=[N:9][C:8]=3[CH:10]=2)=[O:34])=[CH:36][CH:37]=1)([CH3:28])([CH3:26])[CH3:27]. The catalyst class is: 2. (6) Reactant: Cl[C:2]1[N:7]=[CH:6][N:5]=[C:4]([NH:8][S:9](=[O:16])(=[O:15])[NH:10][CH2:11][CH2:12][O:13][CH3:14])[C:3]=1[C:17]1[CH:22]=[CH:21][C:20]([Br:23])=[CH:19][CH:18]=1.[CH2:24]([OH:27])[CH2:25][OH:26]. Product: [Br:23][C:20]1[CH:21]=[CH:22][C:17]([C:3]2[C:4]([NH:8][S:9](=[O:16])(=[O:15])[NH:10][CH2:11][CH2:12][O:13][CH3:14])=[N:5][CH:6]=[N:7][C:2]=2[O:26][CH2:25][CH2:24][OH:27])=[CH:18][CH:19]=1. The catalyst class is: 425.